Task: Binary Classification. Given a miRNA mature sequence and a target amino acid sequence, predict their likelihood of interaction.. Dataset: Experimentally validated miRNA-target interactions with 360,000+ pairs, plus equal number of negative samples (1) The miRNA is hsa-miR-4273 with sequence GUGUUCUCUGAUGGACAG. The protein sequence of the target gene is MADLSFIEDAVAFPEKEEDEEEEEEEGVEWGYEEGVEWGLVFPDANGEYQSPINLNSREARYDPSLLDVRLSPNYVVCRDCEVTNDGHTIQVILKSKSVLSGGPLPQGQEFELYEVRFHWGRENQRGSEHTVNFKAFPMELHLIHWNSTLFGSIDEAVGKPHGIAIIALFVQIGKEHVGLKAVTEILQDIQYKGKSKTIPCFNPNTLLPDPLLRDYWVYEGSLTIPPCSEGVTWILFRYPLTISQMQIEEFRRLRTHVKGAELVEGCDGILGDNFRPTQPLSDRVIRAAFQ. Result: 0 (no interaction). (2) The miRNA is mmu-miR-742-3p with sequence GAAAGCCACCAUGCUGGGUAAA. The protein sequence of the target gene is MHPEPAPPPSHSNPELPVSGGSSTSGSRRSRRRSGDGEPSGAPPLPPPPPAVSYPDWIGQSYSEVMSLNEHSMQALSWRKLYLSRAKLKASSRTSALLSGFAMVAMVEVQLDTDHDYPPGLLIVFSACTTVLVAVHLFALMISTCILPNIEAVSNVHNLNSVKESPHERMHRHIELAWAFSTVIGTLLFLAEVVLLCWVKFLPLKRQAGQPSPTKPPAESVIVANHSDSSGITPGEAAAIASTAIMVPCGLVFIVFAVHFYRSLVSHKTDRQFQELNELAEFARLQDQLDHRGDHSLTPG.... Result: 1 (interaction). (3) The miRNA is hsa-miR-516b-3p with sequence UGCUUCCUUUCAGAGGGU. The protein sequence of the target gene is MNNHVSSTPSTMKLKQTINPILLYFIHFIISLYTILTYIPFYFLCESKQEKPNQIKAKPVSSKPDSAYRSINSVDGLASVLYPGCDTLDKVFMYAKNKFKNKRLLGTREILNEEDEIQPNGKIFKKVILGHYNWLSYEDVFIRALDFGNGLQMLGQKPKANIAIFCETRAEWMIAAQACFMYNFQLVTLYATLGGPAIVHGLNETEVTNIITSKELLQTKLKDIVSLVPRLRHIITVDGKPPTWSEFPKGVIVHTMAAVQALGVKANVEKKAHSKPLPSDIAVIMYTSGSTGIPKGVMIS.... Result: 0 (no interaction). (4) The miRNA is hsa-miR-222-3p with sequence AGCUACAUCUGGCUACUGGGU. The protein sequence of the target gene is MDSYFKAAVSDLDKLLDDFEQNPDEQDYLQDVQNAYDSNHCSVSSELASSQRTSLLPKDQECVNSCASSETSYGTNESSLNEKTLKGLTSIQNEKNVTGLDLLSSVDGGTSDEIQPLYMGRCSKPICDLISDMGNLVHATNSEEDIKKLLPDDFKSNADSLIGLDLSSVSDTPCVSSTDHDSDTVREQQNDISSELQNREIGGIKELGIKVDTTLSDSYNYSGTENLKDKKIFNQLESIVDFNMSSALTRQSSKMFHAKDKLQHKSQPCGLLKDVGLVKEEVDVAVITAAECLKEEGKTS.... Result: 1 (interaction). (5) The miRNA is hsa-miR-6869-3p with sequence CGCCGCGCGCAUCGGCUCAGC. The protein sequence of the target gene is MDVSLLLNVEGVKKTILHGGTGELPSFITGSRVTFHFRTMKCDDERTVIDDSKQVGQPMSIIIGNMFKLEVWETLLTSMRLGEVAEFWCDTIHTGVYPMLSRSLRQVAEGKDPTSWHVHTCGLANMFAYHTLGYEDLDELQKEPQPLVFLIELLQVEAPNEYQRETWNLNNEERMQAVPLLHGEGNRLYKLGRYDQAATKYQEAIVCLRNLQTKEKPWEVEWLKLEKMINTLILNYCQCLLKKEEYYEVLEHTSDILRHHPGIVKAYYMRARAHAEVWNAEEAKADLEKVLELEPSMRKA.... Result: 0 (no interaction).